The task is: Predict the product of the given reaction.. This data is from Forward reaction prediction with 1.9M reactions from USPTO patents (1976-2016). (1) Given the reactants [N:1]1[CH:6]=[CH:5][N:4]=[CH:3][C:2]=1[NH:7][C:8]([N:10]1[CH2:13][CH:12]([O:14][C:15]2[CH:20]=[CH:19][C:18](Br)=[CH:17][N:16]=2)[CH2:11]1)=[O:9].[F:22][C:23]1[CH:28]=[CH:27][CH:26]=[CH:25][C:24]=1B(O)O.C(=O)([O-])[O-].[K+].[K+].C(Cl)Cl, predict the reaction product. The product is: [N:1]1[CH:6]=[CH:5][N:4]=[CH:3][C:2]=1[NH:7][C:8]([N:10]1[CH2:13][CH:12]([O:14][C:15]2[CH:20]=[CH:19][C:18]([C:24]3[CH:25]=[CH:26][CH:27]=[CH:28][C:23]=3[F:22])=[CH:17][N:16]=2)[CH2:11]1)=[O:9]. (2) The product is: [CH:75]1([S:72]([NH:71][C:69]([C@@:64]2([NH:63][C:26]([C@@H:9]3[CH2:10][C@@H:11]([O:13][C:14]4[C:23]5[C:18](=[CH:19][CH:20]=[CH:21][CH:22]=5)[C:17]([O:24][CH3:25])=[CH:16][N:15]=4)[CH2:12][N:8]3[C:6]([O:5][C:1]([CH3:2])([CH3:3])[CH3:4])=[O:7])=[O:27])[CH2:66][C@H:65]2[CH:67]=[CH2:68])=[O:70])(=[O:74])=[O:73])[CH2:77][CH2:76]1. Given the reactants [C:1]([O:5][C:6]([N:8]1[CH2:12][C@H:11]([O:13][C:14]2[C:23]3[C:18](=[CH:19][CH:20]=[CH:21][CH:22]=3)[C:17]([O:24][CH3:25])=[CH:16][N:15]=2)[CH2:10][C@H:9]1[C:26](O)=[O:27])=[O:7])([CH3:4])([CH3:3])[CH3:2].CN(C(ON1N=NC2C=CC=NC1=2)=[N+](C)C)C.F[P-](F)(F)(F)(F)F.CCN(C(C)C)C(C)C.Cl.[NH2:63][C@:64]1([C:69]([NH:71][S:72]([CH:75]2[CH2:77][CH2:76]2)(=[O:74])=[O:73])=[O:70])[CH2:66][C@H:65]1[CH:67]=[CH2:68], predict the reaction product.